Task: Predict the reactants needed to synthesize the given product.. Dataset: Full USPTO retrosynthesis dataset with 1.9M reactions from patents (1976-2016) (1) Given the product [SH:13][C:12]1[O:11][C:3]2[C:4]([S:8]([CH3:10])=[O:9])=[CH:5][CH:6]=[CH:7][C:2]=2[N:1]=1, predict the reactants needed to synthesize it. The reactants are: [NH2:1][C:2]1[CH:7]=[CH:6][CH:5]=[C:4]([S:8]([CH3:10])=[O:9])[C:3]=1[OH:11].[C:12](=S)(OCC)[S-:13].[K+].Cl. (2) Given the product [F:13][C:2]([F:1])([F:12])[CH:3]1[CH2:8][CH2:7][CH2:6][NH:5][CH:4]1[C:9]([OH:11])=[O:10], predict the reactants needed to synthesize it. The reactants are: [F:1][C:2]([F:13])([F:12])[C:3]1[C:4]([C:9]([OH:11])=[O:10])=[N:5][CH:6]=[CH:7][CH:8]=1. (3) Given the product [Si:1]([O:8][CH2:9][C:10]1[N:11]=[C:12]([CH:30]=[O:31])[S:13][C:14]=1[CH3:15])([C:4]([CH3:7])([CH3:6])[CH3:5])([CH3:2])[CH3:3], predict the reactants needed to synthesize it. The reactants are: [Si:1]([O:8][CH2:9][C:10]1[N:11]=[CH:12][S:13][C:14]=1[CH3:15])([C:4]([CH3:7])([CH3:6])[CH3:5])([CH3:3])[CH3:2].[Li]CCCC.CCCCCC.CN([CH:30]=[O:31])C. (4) Given the product [CH2:20]([N:8]([CH2:1][C:2]1[CH:7]=[CH:6][CH:5]=[CH:4][CH:3]=1)[C:9]1[CH:14]=[CH:13][CH:12]=[C:11]([N+:15]([O-:17])=[O:16])[C:10]=1[CH2:18][OH:19])[C:21]1[CH:22]=[CH:23][CH:24]=[CH:25][CH:26]=1, predict the reactants needed to synthesize it. The reactants are: [CH2:1]([N:8]([CH2:20][C:21]1[CH:26]=[CH:25][CH:24]=[CH:23][CH:22]=1)[C:9]1[CH:14]=[CH:13][CH:12]=[C:11]([N+:15]([O-:17])=[O:16])[C:10]=1[CH:18]=[O:19])[C:2]1[CH:7]=[CH:6][CH:5]=[CH:4][CH:3]=1.[BH4-].[Na+].